This data is from Experimentally validated miRNA-target interactions with 360,000+ pairs, plus equal number of negative samples. The task is: Binary Classification. Given a miRNA mature sequence and a target amino acid sequence, predict their likelihood of interaction. (1) The miRNA is hsa-miR-6812-3p with sequence CCGCUCUUCCCCUGACCCCAG. The protein sequence of the target gene is MADEVALALQAAGSPSAAAAMEAASQPADEPLRKRPRRDGPGLGRSPGEPSAAVAPAAAGCEAASAAAPAALWREAAGAAASAEREAPATAVAGDGDNGSGLRREPRAADDFDDDEGEEEDEAAAAAAAAAIGYRDNLLLTDGLLTNGFHSCESDDDDRTSHASSSDWTPRPRIGPYTFVQQHLMIGTDPRTILKDLLPETIPPPELDDMTLWQIVINILSEPPKRKKRKDINTIEDAVKLLQECKKIIVLTGAGVSVSCGIPDFRSRDGIYARLAVDFPDLPDPQAMFDIEYFRKDPRP.... Result: 0 (no interaction). (2) The protein sequence of the target gene is MRACISLVLAVLCGLAWAGKIESCASRCNEKFNRDAACQCDRRCLWHGNCCEDYEHLCTEDHKESEPLPQLEEETEEALASNLYSAPTSCQGRCYEAFDKHHQCHCNARCQEFGNCCKDFESLCSDHEVSHSSDAITKEEIQSISEKIYRADTNKAQKEDIVLNSQNCISPSETRNQVDRCPKPLFTYVNEKLFSKPTYAAFINLLNNYQRATGHGEHFSAQELAEQDAFLREIMKTAVMKELYSFLHHQNRYGSEQEFVDDLKNMWFGLYSRGNEEGDSSGFEHVFSGEVKKGKVTGFH.... The miRNA is hsa-miR-6738-3p with sequence CUUCUGCCUGCAUUCUACUCCCAG. Result: 0 (no interaction). (3) The miRNA is hsa-miR-6813-3p with sequence AACCUUGGCCCCUCUCCCCAG. The protein sequence of the target gene is MSLVACECPPGPGLEPEPCSRARSQACMYLEQIRNRVATGTADVTKRDYLVDAATQIHLALERDVSEDYEAAFNHYQNGVDVLLRGVHVDPNKERREAVKLKITKYLRRAEEIFNCHLQRTLGSGASPNTGFSSLRLRPIRTLSSALEQLKGCRVVGIIKKVQVVQDPATGGTFIVKSLPRCHMVSRERLTIIPHGVPYMTKLLRYFVSEDSIFLHLEHVQGGTLWSHLLSQDHFQYSGLNSGSVQEKSQAQLSTRLSLMTPAELTPGHTLRQNRIPMEPPRTSQSLPPALQLQKEADAE.... Result: 0 (no interaction). (4) The protein sequence of the target gene is MASEEASLRALESLMTEFFHDCTTNERKREIEELLNNFAQQIGAWRFCLYFLSSTRNDYVMMYSLTVFENLINKMWLGVPSQDKMEIRSCLPKLLLAHHKTLPYFIRNKLCKVIVDIGRQDWPMFYHDFFTNILQLIQSPVTTPLGLIMLKTTSEELACPREDLSVARKEELRKLLLDQVQTVLGLLTGILETVWDKHSVTAATPPPSPTSGESGDLLSNLLQSPSSAKLLNQPIPILDVESEYICSLALECLAHLFSWIPLSASITPSLLTTIFHFARFGCDIRARKMASVNGSSQNCV.... The miRNA is hsa-miR-197-5p with sequence CGGGUAGAGAGGGCAGUGGGAGG. Result: 0 (no interaction). (5) The miRNA is mmu-miR-3103-3p with sequence UAACCUCUGAUCCUUCCCACAG. The protein sequence of the target gene is MESFSSKSLALQAEKKLLSKMAGRSVAHLFIDETSSEVLDELYRVSKEYTHSRPQAQRVIKDLIKVAIKVAVLHRNGSFGPSELALATRFRQKLRQGAMTALSFGEVDFTFEAAVLAGLLTECRDVLLELVEHHLTPKSHGRIRHVFDHFSDPGLLTALYGPDFTQHLGKICDGLRKLLDEGKL. Result: 0 (no interaction). (6) The miRNA is hsa-miR-6856-5p with sequence AAGAGAGGAGCAGUGGUGCUGUGG. The protein sequence of the target gene is MCPQESSFQPSQFLLLVGVPVASVLLLAQCLRWHCPRRLLGACWTLNGQEEPVSQPTPQLENEVSRQHLPATLPEMVAFYQELHTPTQGQTMVRQLMHKLLVFSAREVDHRGGCLMLQDTGISLLIPPGAVAVGRQERVSLILVWDLSDAPSLSQAQGLVSPVVACGPHGASFLKPCTLTFKHCAEQPSHARTYSSNTTLLDAKVWRPLGRPGAHASRDECRIHLSHFSLYTCVLEAPVGREARKWLQLAVFCSPLVPGQSHLQLRIYFLNNTPCALQWALTNEQPHGGRLRGPCQLFDF.... Result: 1 (interaction). (7) The miRNA is mmu-miR-30e-5p with sequence UGUAAACAUCCUUGACUGGAAG. The protein sequence of the target gene is MLPNTGKLAGCTVFITGASRGIGKAIALKAAKDGANIVIAAKTTQKHPKLLGTIYTAAEEIEAAGGTALPCVVDVRDEQQINSAVEKAVEKFGGIDILVNNASAISLTNTLDTPTKRVDLMMNVNTRGTYLTSKACIPFLKKSKVGHILNLSPPLNLNPLWFKQHCAYTIAKYGMSMCVLGMAEEFRGEIAVNALWPRTAIHTAAMDMLGGSGVENQCRKVDIIADAAYSIFKRPKSFTGNFIIDENILKEEGIKNFDVYAIAPGHPLLPDFFLDEHPDAVMEEKESNDSVPEVKEEKLQ.... Result: 1 (interaction). (8) The miRNA is hsa-miR-641 with sequence AAAGACAUAGGAUAGAGUCACCUC. The protein sequence of the target gene is MPLTPTVQGFQWTLRGPDVETSPFGAPRAASHGVGRHQELRDPTVPGPTSSATNVSMVVSAGPWSGEKAEMNILEINKKSRPQLAENKQQFRNLKQKCLVTQVAYFLANRQNNYDYEDCKDLIKSMLRDERLLTEEKLAEELGQAEELRQYKVLVHSQERELTQLREKLQEGRDASRSLNQHLQALLTPDEPDNSQGRDLREQLAEGCRLAQHLVQKLSPENDDDEDEDVKVEEAEKVQELYAPREVQKAEEKEVPEDSLEECAITCSNSHHPCESNQPYGNTRITFEEDQVDSTLIDSS.... Result: 1 (interaction). (9) The miRNA is dme-miR-11-3p with sequence CAUCACAGUCUGAGUUCUUGC. The protein sequence of the target gene is MGLQARLLGLLALVIAGKCTYNPEPDQRWMLPPGWVSLGRVDPEEELSLTFALKQRNLERLSELVQAVSDPSSPQYGKYLTLEDVAELVQPSPLTLLTVQKWLSAAGARNCDSVTTQDFLTCWLSVRQAELLLPGAEFHRYVGGPTKTHVIRSPHPYQLPQALAPHVDFVGGLHRFPPSSPRQRPEPQQVGTVSLHLGVTPSVLRQRYNLTAKDVGSGTTNNSQACAQFLEQYFHNSDLTEFMRLFGGSFTHQASVAKVVGKQGRGRAGIEASLDVEYLMSAGANISTWVYSSPGRHEAQ.... Result: 0 (no interaction). (10) The miRNA is hsa-miR-548w with sequence AAAAGUAACUGCGGUUUUUGCCU. The protein sequence of the target gene is MSLEDPFFVVRGEVQKAVNTARGLYQRWCELLQESAAVGREELDWTTNELRNGLRSIEWDLEDLEETIGIVEANPGKFKLPAGDLQERKVFVERMREAVQEMKDHMVSPTAVAFLERNNREILAGKPAAQKSPSDLLDASAVSATSRYIEEQQATQQLIMDEQDQQLEMVSGSIQVLKHMSGRVGEELDEQGIMLDAFAQEMDHTQSRMDGVLRKLAKVSHMTSDRRQWCAIAVLVGVLLLVLILLFSL. Result: 0 (no interaction).